Regression. Given a peptide amino acid sequence and an MHC pseudo amino acid sequence, predict their binding affinity value. This is MHC class II binding data. From a dataset of Peptide-MHC class II binding affinity with 134,281 pairs from IEDB. (1) The peptide sequence is DVKFPGGGQQVGGVY. The MHC is HLA-DQA10501-DQB10301 with pseudo-sequence HLA-DQA10501-DQB10301. The binding affinity (normalized) is 0.512. (2) The peptide sequence is FFMSPKGISRMSMAM. The MHC is DRB1_0901 with pseudo-sequence DRB1_0901. The binding affinity (normalized) is 0.683. (3) The peptide sequence is QLGELYYAIHKASPV. The MHC is HLA-DQA10301-DQB10302 with pseudo-sequence HLA-DQA10301-DQB10302. The binding affinity (normalized) is 0.210. (4) The MHC is DRB5_0101 with pseudo-sequence DRB5_0101. The peptide sequence is DSGKVIPEWCCRSCT. The binding affinity (normalized) is 0. (5) The peptide sequence is PATAWSLYAVTTAVLTPL. The MHC is DRB1_0405 with pseudo-sequence DRB1_0405. The binding affinity (normalized) is 0.292.